Dataset: Forward reaction prediction with 1.9M reactions from USPTO patents (1976-2016). Task: Predict the product of the given reaction. (1) Given the reactants [C:1]([C:3]1[CH:4]=[C:5]([C:9]2[NH:13][N:12]=[C:11]([C:14]([O:16]CC)=[O:15])[C:10]=2C)[CH:6]=[CH:7][CH:8]=1)#[N:2].[Li+].[OH-].O.Cl.[CH2:24]1COCC1, predict the reaction product. The product is: [C:1]([C:3]1[CH:4]=[C:5]([C:9]2[CH:10]=[C:11]([C:14]([OH:16])=[O:15])[N:12]([CH3:24])[N:13]=2)[CH:6]=[CH:7][CH:8]=1)#[N:2]. (2) The product is: [C:11]([O:10][C:8]([N:5]1[CH2:4][CH:3]=[C:2]([C:15]2[CH:16]=[N:17][CH:18]=[C:19]([C:21]([F:23])([F:24])[F:22])[CH:20]=2)[CH2:7][CH2:6]1)=[O:9])([CH3:14])([CH3:12])[CH3:13]. Given the reactants O[C:2]1([C:15]2[CH:16]=[N:17][CH:18]=[C:19]([C:21]([F:24])([F:23])[F:22])[CH:20]=2)[CH2:7][CH2:6][N:5]([C:8]([O:10][C:11]([CH3:14])([CH3:13])[CH3:12])=[O:9])[CH2:4][CH2:3]1.S(Cl)(Cl)=O, predict the reaction product. (3) The product is: [CH3:32][N:31]([CH3:36])[CH2:2][CH2:3][CH2:4][N:5]1[C:9]2=[N:10][CH:11]=[CH:12][CH:13]=[C:8]2[C:7]([C:14]2[C:15](=[O:30])[NH:16][C:17](=[O:29])[C:18]=2[C:19]2[C:28]3[C:23](=[CH:24][CH:25]=[CH:26][CH:27]=3)[CH:22]=[CH:21][CH:20]=2)=[CH:6]1. Given the reactants O[CH2:2][CH2:3][CH2:4][N:5]1[C:9]2=[N:10][CH:11]=[CH:12][CH:13]=[C:8]2[C:7]([C:14]2[C:15](=[O:30])[NH:16][C:17](=[O:29])[C:18]=2[C:19]2[C:28]3[C:23](=[CH:24][CH:25]=[CH:26][CH:27]=3)[CH:22]=[CH:21][CH:20]=2)=[CH:6]1.[N:31]1[CH:36]=CC=C[CH:32]=1.CS(OS(C)(=O)=O)(=O)=O.CNC, predict the reaction product. (4) Given the reactants [CH:1]1([NH:6][C:7]2[C:12]([C:13]([NH:15][NH:16][C:17](=O)[CH:18]([CH3:20])[CH3:19])=O)=[CH:11][N:10]=[C:9]3[N:22]([CH2:25][CH3:26])[N:23]=[CH:24][C:8]=23)[CH2:5][CH2:4][CH2:3][CH2:2]1.COC1C=CC(P2(SP(C3C=CC(OC)=CC=3)(=S)S2)=[S:36])=CC=1, predict the reaction product. The product is: [CH:1]1([NH:6][C:7]2[C:8]3[CH:24]=[N:23][N:22]([CH2:25][CH3:26])[C:9]=3[N:10]=[CH:11][C:12]=2[C:13]2[S:36][C:17]([CH:18]([CH3:20])[CH3:19])=[N:16][N:15]=2)[CH2:5][CH2:4][CH2:3][CH2:2]1.